This data is from Forward reaction prediction with 1.9M reactions from USPTO patents (1976-2016). The task is: Predict the product of the given reaction. (1) Given the reactants [C:1]([O:5][C:6]([NH:8][C@:9]1([C:14]([OH:16])=O)[CH2:11][C@H:10]1[CH:12]=[CH2:13])=[O:7])([CH3:4])([CH3:3])[CH3:2].C(N1C=CN=C1)(N1C=CN=C1)=O.[CH3:29][O:30][CH2:31][C:32]1([S:35]([NH2:38])(=[O:37])=[O:36])[CH2:34][CH2:33]1.C1CCN2C(=NCCC2)CC1, predict the reaction product. The product is: [C:1]([O:5][C:6](=[O:7])[NH:8][C@:9]1([C:14](=[O:16])[NH:38][S:35]([C:32]2([CH2:31][O:30][CH3:29])[CH2:34][CH2:33]2)(=[O:37])=[O:36])[CH2:11][C@H:10]1[CH:12]=[CH2:13])([CH3:2])([CH3:3])[CH3:4]. (2) Given the reactants C([O:3][C:4]([C:6]1[CH:7]=[N:8][N:9]([C:12]2[C:13]([Cl:20])=[N:14][CH:15]=[C:16]([CH2:18][CH3:19])[CH:17]=2)[C:10]=1[CH3:11])=[O:5])C.[OH-].[Na+].C(O)C.Cl, predict the reaction product. The product is: [Cl:20][C:13]1[C:12]([N:9]2[C:10]([CH3:11])=[C:6]([C:4]([OH:5])=[O:3])[CH:7]=[N:8]2)=[CH:17][C:16]([CH2:18][CH3:19])=[CH:15][N:14]=1. (3) Given the reactants [CH2:1]([C:6]1[CH:10]([C:11]2[CH:16]=[CH:15][CH:14]=[CH:13][CH:12]=2)[CH2:9][NH:8][N:7]=1)[CH2:2][CH2:3][CH2:4][CH3:5].CCN(C(C)C)C(C)C.[Cl:26][C:27](Cl)([O:29]C(=O)OC(Cl)(Cl)Cl)Cl, predict the reaction product. The product is: [CH2:1]([C:6]1[CH:10]([C:11]2[CH:16]=[CH:15][CH:14]=[CH:13][CH:12]=2)[CH2:9][N:8]([C:27]([Cl:26])=[O:29])[N:7]=1)[CH2:2][CH2:3][CH2:4][CH3:5]. (4) Given the reactants C(N(CC)CC)C.Cl.[CH2:9]([O:11][C:12]([NH:14][C:15]1([CH2:28][N:29]2[CH2:34][CH2:33][NH:32][CH2:31][C:30]2=[O:35])[CH2:20][CH2:19][N:18]([C:21]2[CH:26]=[CH:25][N:24]=[C:23]([CH3:27])[CH:22]=2)[CH2:17][CH2:16]1)=[O:13])[CH3:10].[Cl:36][C:37]1[CH:38]=[C:39]2[C:44](=[CH:45][CH:46]=1)[CH:43]=[C:42]([S:47](Cl)(=[O:49])=[O:48])[CH:41]=[CH:40]2.C(=O)([O-])[O-].[Na+].[Na+], predict the reaction product. The product is: [Cl:36][C:37]1[CH:38]=[C:39]2[C:44](=[CH:45][CH:46]=1)[CH:43]=[C:42]([S:47]([N:32]1[CH2:33][CH2:34][N:29]([CH2:28][C:15]3([NH:14][C:12]([O:11][CH2:9][CH3:10])=[O:13])[CH2:16][CH2:17][N:18]([C:21]4[CH:26]=[CH:25][N:24]=[C:23]([CH3:27])[CH:22]=4)[CH2:19][CH2:20]3)[C:30](=[O:35])[CH2:31]1)(=[O:49])=[O:48])[CH:41]=[CH:40]2.